From a dataset of Full USPTO retrosynthesis dataset with 1.9M reactions from patents (1976-2016). Predict the reactants needed to synthesize the given product. (1) Given the product [C:14]([O:13][C:11]([NH:10][C:9]([N:18]1[CH2:27][CH2:26][C:25]2[C:20](=[CH:21][C:22]([O:28][CH2:29][CH:30]3[CH2:35][CH2:34][N:33]([S:49]([CH2:48][C:42]4[CH:47]=[CH:46][CH:45]=[CH:44][CH:43]=4)(=[O:51])=[O:50])[CH2:32][CH2:31]3)=[CH:23][CH:24]=2)[CH2:19]1)=[N:8][C:6]([O:5][C:1]([CH3:2])([CH3:3])[CH3:4])=[O:7])=[O:12])([CH3:17])([CH3:16])[CH3:15], predict the reactants needed to synthesize it. The reactants are: [C:1]([O:5][C:6]([NH:8][C:9]([N:18]1[CH2:27][CH2:26][C:25]2[C:20](=[CH:21][C:22]([O:28][CH2:29][CH:30]3[CH2:35][CH2:34][NH:33][CH2:32][CH2:31]3)=[CH:23][CH:24]=2)[CH2:19]1)=[N:10][C:11]([O:13][C:14]([CH3:17])([CH3:16])[CH3:15])=[O:12])=[O:7])([CH3:4])([CH3:3])[CH3:2].N1C=CC=CC=1.[C:42]1([CH2:48][S:49](Cl)(=[O:51])=[O:50])[CH:47]=[CH:46][CH:45]=[CH:44][CH:43]=1. (2) Given the product [F:19][C:20]1[CH:25]=[CH:24][C:23]([C:2]2[C:10]3[N:9]4[CH2:11][CH2:12][CH2:13][NH:14][C:15](=[O:16])[C:8]4=[CH:7][C:6]=3[CH:5]=[C:4]([C:17]#[N:18])[CH:3]=2)=[CH:22][C:21]=1[CH3:29], predict the reactants needed to synthesize it. The reactants are: Br[C:2]1[C:10]2[N:9]3[CH2:11][CH2:12][CH2:13][NH:14][C:15](=[O:16])[C:8]3=[CH:7][C:6]=2[CH:5]=[C:4]([C:17]#[N:18])[CH:3]=1.[F:19][C:20]1[CH:25]=[CH:24][C:23](B(O)O)=[CH:22][C:21]=1[CH3:29]. (3) The reactants are: [CH3:1][C:2]1[CH:7]=[CH:6][C:5]([S:8]([O:11][CH2:12][CH:13]2[CH2:17][C:16]3[CH:18]=[CH:19][CH:20]=[C:21](Br)[C:15]=3[O:14]2)(=[O:10])=[O:9])=[CH:4][CH:3]=1.[O:23]([C:25]1[C:30]([O:31][CH3:32])=[CH:29][CH:28]=[CH:27][C:26]=1B(O)O)[CH3:24]. Given the product [CH3:1][C:2]1[CH:7]=[CH:6][C:5]([S:8]([O:11][CH2:12][CH:13]2[CH2:17][C:16]3[CH:18]=[CH:19][CH:20]=[C:21]([C:29]4[CH:28]=[CH:27][CH:26]=[C:25]([O:23][CH3:24])[C:30]=4[O:31][CH3:32])[C:15]=3[O:14]2)(=[O:10])=[O:9])=[CH:4][CH:3]=1, predict the reactants needed to synthesize it. (4) The reactants are: [F:1][C:2]1[C:21]([F:22])=[CH:20][CH:19]=[CH:18][C:3]=1[CH2:4][N:5]1[C:9]2=[N:10][C:11]([CH3:15])=[C:12]([F:14])[CH:13]=[C:8]2[C:7]([C:16]#[N:17])=[N:6]1.C[O-].[Na+].[Cl-].[NH4+:27].C(O)(=O)C. Given the product [F:1][C:2]1[C:21]([F:22])=[CH:20][CH:19]=[CH:18][C:3]=1[CH2:4][N:5]1[C:9]2=[N:10][C:11]([CH3:15])=[C:12]([F:14])[CH:13]=[C:8]2[C:7]([C:16](=[NH:27])[NH2:17])=[N:6]1, predict the reactants needed to synthesize it. (5) Given the product [CH3:14][C:10]1[CH:9]=[C:8]([CH2:7][NH:6][C:4]([CH:3]([C:15]2[CH:16]=[CH:17][C:18]([C:21]3[CH:26]=[CH:25][CH:24]=[CH:23][CH:22]=3)=[CH:19][CH:20]=2)[NH:2][C:34]([C@H:33]([CH2:37][CH2:38][CH2:39][CH3:40])[CH2:32][C:30]([O:29][CH2:27][CH3:28])=[O:31])=[O:35])=[O:5])[CH:13]=[CH:12][CH:11]=1, predict the reactants needed to synthesize it. The reactants are: Cl.[NH2:2][CH:3]([C:15]1[CH:20]=[CH:19][C:18]([C:21]2[CH:26]=[CH:25][CH:24]=[CH:23][CH:22]=2)=[CH:17][CH:16]=1)[C:4]([NH:6][CH2:7][C:8]1[CH:13]=[CH:12][CH:11]=[C:10]([CH3:14])[CH:9]=1)=[O:5].[CH2:27]([O:29][C:30]([CH2:32][C@@H:33]([CH2:37][CH2:38][CH2:39][CH3:40])[C:34](O)=[O:35])=[O:31])[CH3:28].C(Cl)CCl.C1C=CC2N(O)N=NC=2C=1.CN1CCOCC1. (6) Given the product [O:8]([C:6]1[CH:7]=[C:2]([C:38]2[CH:39]=[CH:40][C:35]([N:33]3[C:32]4[CH:31]=[CH:30][CH:29]=[CH:28][C:27]=4[C:26]4[C:34]3=[CH:22][CH:23]=[CH:24][CH:25]=4)=[CH:36][CH:37]=2)[CH:3]=[C:4]([O:15][C:16]2[CH:21]=[CH:20][CH:19]=[CH:18][CH:17]=2)[CH:5]=1)[C:9]1[CH:14]=[CH:13][CH:12]=[CH:11][CH:10]=1, predict the reactants needed to synthesize it. The reactants are: Br[C:2]1[CH:3]=[C:4]([O:15][C:16]2[CH:21]=[CH:20][CH:19]=[CH:18][CH:17]=2)[CH:5]=[C:6]([O:8][C:9]2[CH:14]=[CH:13][CH:12]=[CH:11][CH:10]=2)[CH:7]=1.[CH:22]1[C:34]2[N:33]([C:35]3[CH:40]=[CH:39][C:38](B(O)O)=[CH:37][CH:36]=3)[C:32]3[C:27](=[CH:28][CH:29]=[CH:30][CH:31]=3)[C:26]=2[CH:25]=[CH:24][CH:23]=1.P([O-])([O-])([O-])=O.[K+].[K+].[K+].C1(C)C=CC=CC=1. (7) Given the product [Cl:20][C:21]1[CH:27]=[C:26]2[C:24](=[C:23]([F:28])[CH:22]=1)[N:25]=[CH:10][CH:9]=[CH:14]2, predict the reactants needed to synthesize it. The reactants are: S(=O)(=O)(O)O.[N+]([C:9]1[CH:10]=C(S([O-])(=O)=O)C=C[CH:14]=1)([O-])=O.[Na+].[Cl:20][C:21]1[CH:27]=[CH:26][C:24]([NH2:25])=[C:23]([F:28])[CH:22]=1.[OH-].[NH4+]. (8) Given the product [CH:15]([C:19]1[C:20]([Cl:3])=[N:21][C:22]([S:26][CH3:27])=[N:23][C:24]=1[CH3:25])([CH2:17][CH3:18])[CH3:16], predict the reactants needed to synthesize it. The reactants are: P(Cl)(Cl)([Cl:3])=O.CN(C)C1C=CC=CC=1.[CH:15]([C:19]1[C:20](O)=[N:21][C:22]([S:26][CH3:27])=[N:23][C:24]=1[CH3:25])([CH2:17][CH3:18])[CH3:16]. (9) Given the product [CH2:22]([N:11]([C:8]1[CH:7]=[CH:6][C:5]([O:4][CH3:3])=[CH:10][CH:9]=1)[C:12](=[O:21])[CH:13]=[CH:14][C:15]1[CH:20]=[CH:19][CH:18]=[CH:17][CH:16]=1)[CH3:23], predict the reactants needed to synthesize it. The reactants are: [H-].[Na+].[CH3:3][O:4][C:5]1[CH:10]=[CH:9][C:8]([NH:11][C:12](=[O:21])[CH:13]=[CH:14][C:15]2[CH:20]=[CH:19][CH:18]=[CH:17][CH:16]=2)=[CH:7][CH:6]=1.[CH2:22](I)[CH3:23].[Cl-].[NH4+].